From a dataset of Reaction yield outcomes from USPTO patents with 853,638 reactions. Predict the reaction yield, written as a fraction of the theoretical maximum amount of product (1.0 means a 100% yield; for example, 0.34 means a 34% yield). (1) The reactants are Cl[C:2]1[CH:7]=[C:6]([Cl:8])[N:5]=[N:4][C:3]=1[C:9]([O:11][CH2:12][CH3:13])=[O:10].[CH3:14][C:15]1[CH:16]=[CH:17][C:18]([NH2:22])=[N:19][C:20]=1[CH3:21]. The catalyst is C(#N)C. The product is [Cl:8][C:6]1[N:5]=[N:4][C:3]([C:9]([O:11][CH2:12][CH3:13])=[O:10])=[C:2]([NH:22][C:18]2[CH:17]=[CH:16][C:15]([CH3:14])=[C:20]([CH3:21])[N:19]=2)[CH:7]=1. The yield is 0.590. (2) The reactants are [F:1][C:2]([F:13])([F:12])[O:3][C:4]1[CH:11]=[CH:10][C:7]([CH:8]=O)=[CH:6][CH:5]=1.[C:14](#[N:18])[CH2:15][C:16]#[N:17].[Cl-].[Na+]. The catalyst is C(O)C.[OH-].C([N+](C)(C)C)C1C=CC=CC=1. The product is [F:1][C:2]([F:13])([F:12])[O:3][C:4]1[CH:11]=[CH:10][C:7]([CH:8]=[C:15]([C:14]#[N:18])[C:16]#[N:17])=[CH:6][CH:5]=1. The yield is 0.740. (3) The reactants are [O-:1][CH2:2][CH3:3].[Na+].[H-].[Na+].F[C:8]1[CH:15]=[C:14]([C:16]2[CH:21]=[C:20]([N:22]3[CH2:27][CH2:26][O:25][CH2:24][C@H:23]3[CH3:28])[N:19]=[C:18]([NH:29][CH3:30])[N:17]=2)[CH:13]=[C:12](F)[C:9]=1[C:10]#[N:11].[Cl-].[NH4+:33].[NH2:34]N.CCN(C(C)C)C(C)C. The catalyst is C(O)C.O.CN(C)C=O. The product is [CH2:2]([O:1][C:8]1[CH:15]=[C:14]([C:16]2[CH:21]=[C:20]([N:22]3[CH2:27][CH2:26][O:25][CH2:24][C@H:23]3[CH3:28])[N:19]=[C:18]([NH:29][CH3:30])[N:17]=2)[CH:13]=[C:12]2[C:9]=1[C:10]([NH2:34])=[N:11][NH:33]2)[CH3:3]. The yield is 0.540. (4) The yield is 0.850. The catalyst is ClCCl. The reactants are [Br:1][C:2]1[CH:3]=[N:4][CH:5]=[C:6]([CH:10]=1)[C:7](Cl)=[O:8].[Br:11][C:12]1[CH:18]=[CH:17][CH:16]=[CH:15][C:13]=1[NH2:14].C(N(CC)CC)C.O. The product is [Br:1][C:2]1[CH:3]=[N:4][CH:5]=[C:6]([CH:10]=1)[C:7]([NH:14][C:13]1[CH:15]=[CH:16][CH:17]=[CH:18][C:12]=1[Br:11])=[O:8]. (5) The reactants are [CH3:1][NH:2][S:3]([C:6]1[CH:11]=[CH:10][C:9]([C:12]2[N:17]=[C:16]([NH:18]C(=O)OC(C)(C)C)[CH:15]=[CH:14][CH:13]=2)=[CH:8][CH:7]=1)(=[O:5])=[O:4].[ClH:26].CO. The catalyst is CO. The yield is 0.710. The product is [ClH:26].[NH2:18][C:16]1[N:17]=[C:12]([C:9]2[CH:10]=[CH:11][C:6]([S:3]([NH:2][CH3:1])(=[O:4])=[O:5])=[CH:7][CH:8]=2)[CH:13]=[CH:14][CH:15]=1. (6) The reactants are [F:1][C:2]1[CH:7]=[CH:6][C:5]([N+:8]([O-])=O)=[CH:4][C:3]=1[NH:11][C:12](=[O:19])[C:13]1[CH:18]=[CH:17][CH:16]=[CH:15][CH:14]=1. The catalyst is [Pd].C1COCC1.CO. The product is [NH2:8][C:5]1[CH:6]=[CH:7][C:2]([F:1])=[C:3]([NH:11][C:12](=[O:19])[C:13]2[CH:18]=[CH:17][CH:16]=[CH:15][CH:14]=2)[CH:4]=1. The yield is 0.910. (7) The reactants are C([N:8]1[CH2:13][C@H:12]2[CH2:14][C@@H:9]1[CH2:10][N:11]2[C:15]1[CH:25]=[CH:24][C:18]([C:19]([O:21][CH2:22][CH3:23])=[O:20])=[CH:17][CH:16]=1)C1C=CC=CC=1. The catalyst is CO.C(O)=O.[Pd]. The product is [CH:19]([OH:21])=[O:20].[C@@H:12]12[CH2:14][C@@H:9]([NH:8][CH2:13]1)[CH2:10][N:11]2[C:15]1[CH:16]=[CH:17][C:18]([C:19]([O:21][CH2:22][CH3:23])=[O:20])=[CH:24][CH:25]=1. The yield is 0.990.